From a dataset of Forward reaction prediction with 1.9M reactions from USPTO patents (1976-2016). Predict the product of the given reaction. (1) Given the reactants Cl[C:2]1[CH:3]=[CH:4][N:5]2[C:10]([C:11]=1[CH3:12])=[C:9]([CH:13]1[CH2:15][CH2:14]1)[CH:8]=[C:7]([C:16]([O:18][CH3:19])=[O:17])[C:6]2=[O:20].[F:21][C:22]1[CH:23]=[N:24][CH:25]=[CH:26][C:27]=1B(O)O, predict the reaction product. The product is: [F:21][C:22]1[CH:23]=[N:24][CH:25]=[CH:26][C:27]=1[C:2]1[CH:3]=[CH:4][N:5]2[C:10]([C:11]=1[CH3:12])=[C:9]([CH:13]1[CH2:15][CH2:14]1)[CH:8]=[C:7]([C:16]([O:18][CH3:19])=[O:17])[C:6]2=[O:20]. (2) Given the reactants [Br:30][C:2]1[C:15]2[C:9](=[CH:8][CH:3]=[CH:2][CH:15]=2)[C:9]([C:16]2[C:17]3[C:22]([C:23]([Br:30])=[C:24]4[C:29]=2[CH:28]=[CH:22][CH:23]=[CH:24]4)=[CH:28][CH:29]=[CH:16][CH:17]=3)=[C:8]2[C:3]=1[CH:7]=[CH:6][CH:6]=[CH:7]2.C1(C)C=CC=CC=1.[H-].C([Al+]CC(C)C)C(C)C, predict the reaction product. The product is: [Br:30][C:23]1[CH:22]=[C:17]([CH:16]=[CH:9][C:8]2[CH:7]=[CH:6][CH:15]=[CH:2][CH:3]=2)[CH:28]=[CH:29][CH:24]=1.